Predict the reaction yield, written as a fraction of the theoretical maximum amount of product (1.0 means a 100% yield; for example, 0.34 means a 34% yield). From a dataset of Reaction yield outcomes from USPTO patents with 853,638 reactions. (1) The reactants are [C:1]1([OH:7])[CH:6]=[CH:5][CH:4]=[CH:3][CH:2]=1.[CH2:8]1[O:10][C@@H:9]1[CH2:11]OS(C1C=C([N+]([O-])=O)C=CC=1)(=O)=O.C(=O)([O-])[O-].[K+].[K+]. The catalyst is CC(C)=O. The product is [O:7]([CH2:11][C@@H:9]1[CH2:8][O:10]1)[C:1]1[CH:6]=[CH:5][CH:4]=[CH:3][CH:2]=1. The yield is 0.990. (2) The reactants are [H-].[Al+3].[Li+].[H-].[H-].[H-].[CH2:7]([NH:9][C:10]1[C:15]([C:16](OCC)=[O:17])=[C:14]([CH3:21])[N:13]=[C:12]([S:22][CH3:23])[N:11]=1)[CH3:8]. The catalyst is C1COCC1. The product is [CH2:7]([NH:9][C:10]1[C:15]([CH2:16][OH:17])=[C:14]([CH3:21])[N:13]=[C:12]([S:22][CH3:23])[N:11]=1)[CH3:8]. The yield is 0.850. (3) The reactants are C(OC([N:8]1[CH2:12][C:11]([F:14])([F:13])[CH2:10][CH:9]1[C:15]([O:17][CH2:18][CH:19]=[CH2:20])=[O:16])=O)(C)(C)C.[F:21][C:22]([F:27])([F:26])[C:23]([OH:25])=[O:24]. The catalyst is ClCCl. The product is [F:21][C:22]([F:27])([F:26])[C:23]([OH:25])=[O:24].[CH2:18]([O:17][C:15]([CH:9]1[CH2:10][C:11]([F:14])([F:13])[CH2:12][NH:8]1)=[O:16])[CH:19]=[CH2:20]. The yield is 1.00. (4) The reactants are [OH:1][C:2]1[CH:9]=[CH:8][C:5]([C:6]#[N:7])=[CH:4][CH:3]=1.[I:10]I. The catalyst is [NH4+].[OH-].O. The yield is 0.800. The product is [OH:1][C:2]1[CH:9]=[CH:8][C:5]([C:6]#[N:7])=[CH:4][C:3]=1[I:10]. (5) The product is [CH3:1][O:4][C:10]1[CH:9]=[CH:8][C:7](/[CH:18]=[CH:19]/[C:41]2[CH:42]=[CH:43][N:38]([C:35]3[CH:36]=[CH:37][C:32]([O:31][CH2:30][CH2:29][N:24]4[CH2:28][CH2:27][CH2:26][CH2:25]4)=[CH:33][CH:34]=3)[C:39](=[O:44])[CH:40]=2)=[CH:12][CH:11]=1. The reactants are [C:1](=[O:4])([O-])[O-].[K+].[K+].[C:7]1([CH3:18])[CH:12]=[CH:11][C:10](S(OC)(=O)=O)=[CH:9][CH:8]=1.[CH3:19]N(C=O)C.[N:24]1([CH2:29][CH2:30][O:31][C:32]2[CH:37]=[CH:36][C:35]([N:38]3[CH:43]=[CH:42][CH:41]=[CH:40][C:39]3=[O:44])=[CH:34][CH:33]=2)[CH2:28][CH2:27][CH2:26][CH2:25]1. The yield is 0.530. The catalyst is C(OCC)(=O)C. (6) The reactants are [OH:1][C:2]1[CH:7]=[CH:6][C:5]([O:8][CH3:9])=[CH:4][C:3]=1[C:10](=O)[CH3:11].Br[CH2:14][C:15]([O:17][CH3:18])=[O:16].C(=O)([O-])[O-].[K+].[K+].C[O-].[Na+].Cl. The catalyst is CO.O.CN(C)C=O. The product is [CH3:9][O:8][C:5]1[CH:6]=[CH:7][C:2]2[O:1][C:14]([C:15]([O:17][CH3:18])=[O:16])=[C:10]([CH3:11])[C:3]=2[CH:4]=1. The yield is 0.190. (7) The reactants are [NH:1]1[CH:5]=[CH:4][N:3]=[C:2]1[C:6]1[CH:12]=[CH:11][CH:10]=[CH:9][C:7]=1[NH2:8].C(O[C:16](=O)[CH2:17][C:18](=[O:24])[C:19]1[S:20][CH:21]=[CH:22][CH:23]=1)C. The catalyst is C1(C)C=CC=CC=1. The product is [N:1]1[CH:5]=[CH:4][N:3]2[C:2]=1[C:6]1[CH:12]=[CH:11][CH:10]=[CH:9][C:7]=1[N:8]=[C:16]2/[CH:17]=[C:18](/[C:19]1[S:20][CH:21]=[CH:22][CH:23]=1)\[OH:24]. The yield is 0.330. (8) The reactants are [Br:1][C:2]1[C:3](Cl)=[C:4]2[CH:10]=[CH:9][N:8]([Si](C(C)C)(C(C)C)C(C)C)[C:5]2=[N:6][CH:7]=1.[NH:22]1[CH2:27][CH2:26][NH:25][CH2:24][CH2:23]1.C(N(CC)CC)C.[CH3:35][C:36]([O:39][C:40](O[C:40]([O:39][C:36]([CH3:38])([CH3:37])[CH3:35])=[O:41])=[O:41])([CH3:38])[CH3:37].[Li+].[OH-]. The catalyst is CN1CCCC1=O.C(Cl)Cl.C1COCC1.O.CO. The product is [Br:1][C:2]1[C:3]([N:22]2[CH2:27][CH2:26][N:25]([C:40]([O:39][C:36]([CH3:38])([CH3:37])[CH3:35])=[O:41])[CH2:24][CH2:23]2)=[C:4]2[CH:10]=[CH:9][NH:8][C:5]2=[N:6][CH:7]=1. The yield is 0.540.